Dataset: Full USPTO retrosynthesis dataset with 1.9M reactions from patents (1976-2016). Task: Predict the reactants needed to synthesize the given product. (1) The reactants are: [Cl-].[Cl-].[Cl-].[Al+3].[CH2:5]1[C:13]2[C:8](=[CH:9][CH:10]=[CH:11][CH:12]=2)[CH2:7][CH2:6]1.Br[C:15]([CH3:20])([CH3:19])[C:16](Br)=[O:17]. Given the product [CH3:19][CH:15]1[CH2:20][C:11]2[C:10](=[CH:9][C:8]3[CH2:7][CH2:6][CH2:5][C:13]=3[CH:12]=2)[C:16]1=[O:17], predict the reactants needed to synthesize it. (2) Given the product [Cl:20][C:21]1[CH:26]=[CH:25][CH:24]=[CH:23][C:22]=1[CH:27]([N:30]([CH3:32])[CH3:31])[CH2:28][NH:29][C:3]1[S:4]/[C:5](=[CH:9]\[C:10]2[CH:11]=[C:12]3[C:17](=[CH:18][CH:19]=2)[N:16]=[CH:15][CH:14]=[CH:13]3)/[C:6](=[O:8])[N:7]=1, predict the reactants needed to synthesize it. The reactants are: CS[C:3]1[S:4]/[C:5](=[CH:9]\[C:10]2[CH:11]=[C:12]3[C:17](=[CH:18][CH:19]=2)[N:16]=[CH:15][CH:14]=[CH:13]3)/[C:6](=[O:8])[N:7]=1.[Cl:20][C:21]1[CH:26]=[CH:25][CH:24]=[CH:23][C:22]=1[CH:27]([N:30]([CH3:32])[CH3:31])[CH2:28][NH2:29].CCN(C(C)C)C(C)C. (3) Given the product [Br:39][C:14]1[C:15]2[C:20](=[CH:19][C:18]([NH:23][C:24]([C:26]3[C:30]4[CH:31]=[CH:32][CH:33]=[CH:34][C:29]=4[O:28][C:27]=3[CH2:35][CH2:36][CH2:37][CH3:38])=[O:25])=[CH:17][CH:16]=2)[CH:21]=[CH:22][C:13]=1[O:12][CH:4]([CH2:5][C:6]1[CH:7]=[CH:8][CH:9]=[CH:10][CH:11]=1)[C:3]([OH:40])=[O:2], predict the reactants needed to synthesize it. The reactants are: C[O:2][C:3](=[O:40])[CH:4]([O:12][C:13]1[CH:22]=[CH:21][C:20]2[C:15](=[CH:16][CH:17]=[C:18]([NH:23][C:24]([C:26]3[C:30]4[CH:31]=[CH:32][CH:33]=[CH:34][C:29]=4[O:28][C:27]=3[CH2:35][CH2:36][CH2:37][CH3:38])=[O:25])[CH:19]=2)[C:14]=1[Br:39])[CH2:5][C:6]1[CH:11]=[CH:10][CH:9]=[CH:8][CH:7]=1.[OH-].[Na+].O. (4) Given the product [NH:1]1[CH:5]=[CH:4][N:3]=[C:2]1[CH2:6][N:7]([CH2:8][C:9]1[CH:27]=[CH:26][C:12]2[S:13][C:14]([CH2:16][CH2:17][CH2:18][N:19]([CH:20]([CH3:22])[CH3:21])[CH:23]([CH3:25])[CH3:24])=[CH:15][C:11]=2[CH:10]=1)[CH2:34][C:30]1[N:29]([CH3:28])[CH:33]=[CH:32][N:31]=1, predict the reactants needed to synthesize it. The reactants are: [NH:1]1[CH:5]=[CH:4][N:3]=[C:2]1[CH2:6][NH:7][CH2:8][C:9]1[CH:27]=[CH:26][C:12]2[S:13][C:14]([CH2:16][CH2:17][CH2:18][N:19]([CH:23]([CH3:25])[CH3:24])[CH:20]([CH3:22])[CH3:21])=[CH:15][C:11]=2[CH:10]=1.[CH3:28][N:29]1[CH:33]=[CH:32][N:31]=[C:30]1[CH:34]=O.C([BH3-])#N.[Na+].C(O)(=O)C. (5) The reactants are: [OH:1][C:2]1[CH:3]=[C:4]2[C:9](=[CH:10][CH:11]=1)[CH:8]=[C:7]([C@:12]1([CH3:18])[CH2:16][O:15][C:14](=[O:17])[NH:13]1)[CH:6]=[CH:5]2.[I:19]N1C(=O)CCC1=O.C(Cl)Cl. Given the product [OH:1][C:2]1[C:3]([I:19])=[C:4]2[C:9](=[CH:10][CH:11]=1)[CH:8]=[C:7]([C@:12]1([CH3:18])[CH2:16][O:15][C:14](=[O:17])[NH:13]1)[CH:6]=[CH:5]2, predict the reactants needed to synthesize it. (6) Given the product [NH:35]1[CH2:36][CH2:37][CH:32]([C:29]2[CH:28]=[CH:27][C:26]([NH:25][C:17]3[N:16]=[C:15]([CH2:14][CH2:13][C:12]4[CH:45]=[CH:46][CH:47]=[CH:48][C:11]=4[CH2:10][C:9]([NH2:8])=[O:49])[C:20]([C:21]([F:24])([F:23])[F:22])=[CH:19][N:18]=3)=[CH:31][CH:30]=2)[CH2:33][CH2:34]1, predict the reactants needed to synthesize it. The reactants are: FC(F)(F)C(O)=O.[NH2:8][C:9](=[O:49])[CH2:10][C:11]1[CH:48]=[CH:47][CH:46]=[CH:45][C:12]=1[CH2:13][CH2:14][C:15]1[C:20]([C:21]([F:24])([F:23])[F:22])=[CH:19][N:18]=[C:17]([NH:25][C:26]2[CH:31]=[CH:30][C:29]([CH:32]3[CH2:37][CH2:36][N:35](C(OC(C)(C)C)=O)[CH2:34][CH2:33]3)=[CH:28][CH:27]=2)[N:16]=1. (7) Given the product [F:1][CH:2]([F:5])[CH2:3][NH:4][C:6](=[O:7])[O:8][C:9]([CH3:12])([CH3:11])[CH3:10], predict the reactants needed to synthesize it. The reactants are: [F:1][CH:2]([F:5])[CH2:3][NH2:4].[C:6](O[C:6]([O:8][C:9]([CH3:12])([CH3:11])[CH3:10])=[O:7])([O:8][C:9]([CH3:12])([CH3:11])[CH3:10])=[O:7].CN1CCOCC1. (8) Given the product [C:1]([N:4]1[CH2:5][CH2:6][N:7]([C:10]2[CH:11]=[C:12]([O:39][CH3:40])[C:13]([NH:19][C:20]3[N:25]=[C:24]([N:26]4[CH:30]=[C:29]([CH2:31][N:42]5[CH2:45][CH2:44][CH2:43]5)[C:28]([C:33]5[CH:34]=[CH:35][CH:36]=[CH:37][CH:38]=5)=[N:27]4)[CH:23]=[CH:22][N:21]=3)=[CH:14][C:15]=2[NH:16][C:12](=[O:39])[CH:11]=[CH2:10])[CH2:8][CH2:9]1)(=[O:3])[CH3:2], predict the reactants needed to synthesize it. The reactants are: [C:1]([N:4]1[CH2:9][CH2:8][N:7]([C:10]2[C:15]([N+:16]([O-])=O)=[CH:14][C:13]([NH:19][C:20]3[N:25]=[C:24]([N:26]4[CH:30]=[C:29]([CH:31]=O)[C:28]([C:33]5[CH:38]=[CH:37][CH:36]=[CH:35][CH:34]=5)=[N:27]4)[CH:23]=[CH:22][N:21]=3)=[C:12]([O:39][CH3:40])[CH:11]=2)[CH2:6][CH2:5]1)(=[O:3])[CH3:2].Cl.[NH:42]1[CH2:45][CH2:44][CH2:43]1. (9) Given the product [NH2:10][C:8]1[CH:9]=[C:4]([CH:1]2[CH2:2][CH2:3]2)[C:5]([N:13]2[CH2:14][CH2:15][CH:16]([O:19][C:20](=[O:27])[C:21]3[CH:22]=[CH:23][CH:24]=[CH:25][CH:26]=3)[CH2:17][CH2:18]2)=[N:6][CH:7]=1, predict the reactants needed to synthesize it. The reactants are: [CH:1]1([C:4]2[C:5]([N:13]3[CH2:18][CH2:17][CH:16]([O:19][C:20](=[O:27])[C:21]4[CH:26]=[CH:25][CH:24]=[CH:23][CH:22]=4)[CH2:15][CH2:14]3)=[N:6][CH:7]=[C:8]([N+:10]([O-])=O)[CH:9]=2)[CH2:3][CH2:2]1. (10) Given the product [CH2:22]([O:21][CH2:20][CH2:19][C:1]1([C:5]([O:7][CH2:8][CH3:9])=[O:6])[CH2:4][CH2:3][CH2:2]1)[C:23]1[CH:28]=[CH:27][CH:26]=[CH:25][CH:24]=1, predict the reactants needed to synthesize it. The reactants are: [CH:1]1([C:5]([O:7][CH2:8][CH3:9])=[O:6])[CH2:4][CH2:3][CH2:2]1.C([N-]C(C)C)(C)C.[Li+].Br[CH2:19][CH2:20][O:21][CH2:22][C:23]1[CH:28]=[CH:27][CH:26]=[CH:25][CH:24]=1.